Task: Binary Classification. Given a drug SMILES string, predict its activity (active/inactive) in a high-throughput screening assay against a specified biological target.. Dataset: HIV replication inhibition screening data with 41,000+ compounds from the AIDS Antiviral Screen (1) The compound is O=C1C(O)=C(c2ccccc2)C(=O)C(O)=C1c1ccccc1. The result is 0 (inactive). (2) The molecule is N#CC1(C#N)C2=C(CCCC2)NC(c2ccc(Br)cc2)C1(C#N)C#N. The result is 0 (inactive).